Dataset: Reaction yield outcomes from USPTO patents with 853,638 reactions. Task: Predict the reaction yield, written as a fraction of the theoretical maximum amount of product (1.0 means a 100% yield; for example, 0.34 means a 34% yield). (1) The reactants are [C:1]([CH:4]([CH2:32][CH2:33][C:34]([F:37])([CH3:36])[CH3:35])[CH2:5][CH:6]([O:28][C:29](=[O:31])[CH3:30])[CH:7]([NH:15][C:16]([C:18]1[CH:27]=[N:26][C:25]2[C:20](=[CH:21][CH:22]=[CH:23][CH:24]=2)[N:19]=1)=[O:17])[CH2:8][C:9]1[CH:14]=[CH:13][CH:12]=[CH:11][CH:10]=1)(=[O:3])[NH2:2].CO[CH:40](OC)[N:41]([CH3:43])[CH3:42]. The catalyst is C(Cl)Cl.O. The product is [CH3:40][N:41]([CH:43]=[N:2][C:1]([CH:4]([CH2:32][CH2:33][C:34]([F:37])([CH3:36])[CH3:35])[CH2:5][CH:6]([O:28][C:29](=[O:31])[CH3:30])[CH:7]([NH:15][C:16]([C:18]1[CH:27]=[N:26][C:25]2[C:20](=[CH:21][CH:22]=[CH:23][CH:24]=2)[N:19]=1)=[O:17])[CH2:8][C:9]1[CH:10]=[CH:11][CH:12]=[CH:13][CH:14]=1)=[O:3])[CH3:42]. The yield is 1.00. (2) The reactants are Cl.[F:2][C:3]1[CH:11]=[C:10]2[C:6]([C:7]([C:21]3[CH:22]=[CH:23][C:24]([NH2:27])=[N:25][CH:26]=3)=[CH:8][N:9]2[S:12]([C:15]2[CH:20]=[CH:19][CH:18]=[CH:17][CH:16]=2)(=[O:14])=[O:13])=[CH:5][CH:4]=1.[H-].[Na+].[Cl:30][C:31]([Cl:38])([Cl:37])[C:32]([N:34]=[C:35]=[O:36])=[O:33]. The catalyst is C1COCC1. The product is [Cl:30][C:31]([Cl:38])([Cl:37])[C:32]([NH:34][C:35](=[O:36])[NH:27][C:24]1[CH:23]=[CH:22][C:21]([C:7]2[C:6]3[C:10](=[CH:11][C:3]([F:2])=[CH:4][CH:5]=3)[N:9]([S:12]([C:15]3[CH:16]=[CH:17][CH:18]=[CH:19][CH:20]=3)(=[O:13])=[O:14])[CH:8]=2)=[CH:26][N:25]=1)=[O:33].[F:2][C:3]1[CH:11]=[C:10]2[C:6]([C:7]([C:21]3[CH:22]=[CH:23][C:24]([NH:27][C:32]([NH2:34])=[O:33])=[N:25][CH:26]=3)=[CH:8][N:9]2[S:12]([C:15]2[CH:16]=[CH:17][CH:18]=[CH:19][CH:20]=2)(=[O:13])=[O:14])=[CH:5][CH:4]=1. The yield is 0.290. (3) The reactants are [CH2:1]([NH:3][C:4]([NH:6][C:7]1[CH:8]=[C:9]([CH:11]=[CH:12][CH:13]=1)[NH2:10])=[O:5])[CH3:2].Cl[C:15]1[N:20]=[C:19](Cl)[C:18]([F:22])=[CH:17][N:16]=1. No catalyst specified. The product is [CH2:1]([NH:3][C:4]([NH:6][C:7]1[CH:8]=[C:9]([NH:10][C:15]2[N:20]=[C:19]([NH:10][C:9]3[CH:11]=[CH:12][CH:13]=[C:7]([NH:6][C:4]([NH:3][CH2:1][CH3:2])=[O:5])[CH:8]=3)[C:18]([F:22])=[CH:17][N:16]=2)[CH:11]=[CH:12][CH:13]=1)=[O:5])[CH3:2]. The yield is 0.660. (4) The reactants are [CH3:1][N:2]([CH3:5])[CH:3]=O.ClC[CH2:8][O:9][C:10]1[CH:19]=[C:18]2[C:13]([C:14]([O:20][C:21]3[C:22]([CH3:31])=[N:23][C:24]4[C:29]([CH:30]=3)=[CH:28][CH:27]=[CH:26][CH:25]=4)=[CH:15][CH:16]=[N:17]2)=[CH:12][C:11]=1[O:32][CH3:33].C(=O)([O-])[O-].[K+].[K+].[I-].[Na+]. The catalyst is O. The product is [CH3:33][O:32][C:11]1[CH:12]=[C:13]2[C:18](=[CH:19][C:10]=1[O:9][CH2:8][CH2:3][N:2]([CH3:5])[CH3:1])[N:17]=[CH:16][CH:15]=[C:14]2[O:20][C:21]1[C:22]([CH3:31])=[N:23][C:24]2[C:29]([CH:30]=1)=[CH:28][CH:27]=[CH:26][CH:25]=2. The yield is 0.330. (5) The reactants are [CH3:1][O:2][C:3]1[C:11]2[O:10][C:9]([CH3:13])([CH3:12])[CH2:8][C:7]=2[C:6]([CH3:14])=[C:5]([N:15]2[CH2:20][CH2:19][NH:18][CH2:17][CH2:16]2)[C:4]=1[CH3:21].Br[C:23]1[CH:28]=[CH:27][C:26]([O:29][CH:30]([F:32])[F:31])=[CH:25][CH:24]=1. No catalyst specified. The product is [F:31][CH:30]([F:32])[O:29][C:26]1[CH:27]=[CH:28][C:23]([N:18]2[CH2:19][CH2:20][N:15]([C:5]3[C:4]([CH3:21])=[C:3]([O:2][CH3:1])[C:11]4[O:10][C:9]([CH3:13])([CH3:12])[CH2:8][C:7]=4[C:6]=3[CH3:14])[CH2:16][CH2:17]2)=[CH:24][CH:25]=1. The yield is 0.0100. (6) The reactants are [Br:1][C:2]1[CH:7]=[CH:6][C:5](I)=[CH:4][CH:3]=1.[Cl-].[Li+].C([Mg]Cl)(C)C.[CH3:16][CH:17]([CH3:21])[CH2:18][CH:19]=[O:20]. The catalyst is O1CCCC1. The product is [Br:1][C:2]1[CH:7]=[CH:6][C:5]([CH:19]([OH:20])[CH2:18][CH:17]([CH3:21])[CH3:16])=[CH:4][CH:3]=1. The yield is 0.790. (7) The reactants are [CH3:1][C:2]1([CH3:19])[CH2:6][O:5][C:4]2[CH:7]=[C:8]([CH3:18])[C:9]([C:11]3[N:12]=[CH:13][C:14]([NH2:17])=[N:15][CH:16]=3)=[CH:10][C:3]1=2.[F:20][C:21]1[CH:29]=[CH:28][CH:27]=[CH:26][C:22]=1[C:23](Cl)=[O:24]. No catalyst specified. The product is [F:20][C:21]1[CH:29]=[CH:28][CH:27]=[CH:26][C:22]=1[C:23]([NH:17][C:14]1[CH:13]=[N:12][C:11]([C:9]2[C:8]([CH3:18])=[CH:7][C:4]3[O:5][CH2:6][C:2]([CH3:19])([CH3:1])[C:3]=3[CH:10]=2)=[CH:16][N:15]=1)=[O:24]. The yield is 0.487. (8) The reactants are OO.O[Li].O.C([C@@H]1COC(=O)N1[C:19](=[O:37])[C@@H:20]([C:30]1[CH:35]=[CH:34][C:33]([Cl:36])=[CH:32][CH:31]=1)[CH2:21][NH:22][C:23](=[O:29])[O:24][C:25]([CH3:28])([CH3:27])[CH3:26])C1C=CC=CC=1.C[O:39]C1C=C(OC)C=CC=1C=O.[O-]S([O-])=O.[Na+].[Na+]. The catalyst is C1COCC1.O. The product is [C:25]([O:24][C:23]([NH:22][CH2:21][C@H:20]([C:30]1[CH:31]=[CH:32][C:33]([Cl:36])=[CH:34][CH:35]=1)[C:19]([OH:37])=[O:39])=[O:29])([CH3:26])([CH3:27])[CH3:28]. The yield is 0.942. (9) The reactants are [N+:1]([C:4]1[CH:13]=[CH:12][CH:11]=[CH:10][C:5]=1[C:6]([NH:8][NH2:9])=O)([O-:3])=[O:2].[O:14]1[C:19]2[CH:20]=[CH:21][C:22]([NH:24][C:25](=[NH:28])SC)=[CH:23][C:18]=2[O:17][CH2:16][CH2:15]1.O. The catalyst is N1C=CC=CC=1. The product is [O:14]1[C:19]2[CH:20]=[CH:21][C:22]([NH:24][C:25]3[NH:28][C:6]([C:5]4[CH:10]=[CH:11][CH:12]=[CH:13][C:4]=4[N+:1]([O-:3])=[O:2])=[N:8][N:9]=3)=[CH:23][C:18]=2[O:17][CH2:16][CH2:15]1. The yield is 0.858.